This data is from Full USPTO retrosynthesis dataset with 1.9M reactions from patents (1976-2016). The task is: Predict the reactants needed to synthesize the given product. (1) Given the product [CH2:23]([O:25][C:26]1[C:27]([O:12][CH2:11][CH2:10][CH2:9][C:8]2[C:4]([CH2:1][CH2:2][CH3:3])=[N:5][N:6]([C:13]3[CH:18]=[CH:17][C:16]([C:19]([F:21])([F:20])[F:22])=[CH:15][N:14]=3)[CH:7]=2)=[C:28]([CH2:32][C:33]([OH:35])=[O:34])[CH:29]=[CH:30][CH:31]=1)[CH3:24], predict the reactants needed to synthesize it. The reactants are: [CH2:1]([C:4]1[C:8]([CH2:9][CH2:10][CH2:11][OH:12])=[CH:7][N:6]([C:13]2[CH:18]=[CH:17][C:16]([C:19]([F:22])([F:21])[F:20])=[CH:15][N:14]=2)[N:5]=1)[CH2:2][CH3:3].[CH2:23]([O:25][C:26]1[C:27](O)=[C:28]([CH2:32][C:33]([O:35]C)=[O:34])[CH:29]=[CH:30][CH:31]=1)[CH3:24].C(P(CCCC)CCCC)CCC.N(C(N1CCCCC1)=O)=NC(N1CCCCC1)=O. (2) Given the product [C:2]([O:3][CH2:6][CH2:5][CH3:7])(=[O:11])[CH3:4].[C:5]([O:3][CH2:2][CH3:4])(=[O:8])[CH2:7][CH3:9], predict the reactants needed to synthesize it. The reactants are: C[C:2]([CH3:4])=[O:3].[CH:5]([OH:8])([CH3:7])[CH3:6].[CH2:9]([O:11]CC)C. (3) The reactants are: [Cl:1][C:2]1[CH:7]=[CH:6][C:5]([CH2:8][N:9]2[CH2:14][CH2:13][N:12]([C:15]3[CH:19]=[C:18]([CH3:20])[N:17]([CH2:21][C:22]4[CH:27]=[C:26]([Cl:28])[CH:25]=[CH:24][C:23]=4[O:29]CC4C=CC=CC=4)[N:16]=3)[C:11](=[O:37])[CH2:10]2)=[CH:4][CH:3]=1. Given the product [Cl:28][C:26]1[CH:25]=[CH:24][C:23]([OH:29])=[C:22]([CH2:21][N:17]2[C:18]([CH3:20])=[CH:19][C:15]([N:12]3[CH2:13][CH2:14][N:9]([CH2:8][C:5]4[CH:6]=[CH:7][C:2]([Cl:1])=[CH:3][CH:4]=4)[CH2:10][C:11]3=[O:37])=[N:16]2)[CH:27]=1, predict the reactants needed to synthesize it. (4) Given the product [CH3:24][S:25]([NH:28][C:29]1[CH:30]=[C:31]2[C:35](=[CH:36][CH:37]=1)[NH:34][CH:33]=[C:32]2[CH2:38][C:39]([OH:41])=[O:40])(=[O:26])=[O:27], predict the reactants needed to synthesize it. The reactants are: C(OC1C=C2C(=CC=1OC)NC=C2CC(O)=O)C1C=CC=CC=1.[CH3:24][S:25]([NH:28][C:29]1[CH:30]=[C:31]2[C:35](=[CH:36][CH:37]=1)[NH:34][CH:33]=[C:32]2[CH2:38][C:39]([O:41]C)=[O:40])(=[O:27])=[O:26]. (5) Given the product [Cl:34][C:28]1[CH:29]=[N:30][CH:31]=[C:32]([Cl:33])[C:27]=1[NH:26][C:20]1[C:19]2[C:24](=[C:15]([O:14][CH2:13][CH2:12][CH2:11][CH2:10][CH2:9][N:2]([CH3:1])[CH2:3][CH2:4][CH2:5][CH2:6][CH3:7])[C:16]([O:35][CH3:36])=[CH:17][CH:18]=2)[O:23][C:22](=[O:25])[CH:21]=1, predict the reactants needed to synthesize it. The reactants are: [CH3:1][NH:2][CH2:3][CH2:4][CH2:5][CH2:6][CH3:7].Br[CH2:9][CH2:10][CH2:11][CH2:12][CH2:13][O:14][C:15]1[C:16]([O:35][CH3:36])=[CH:17][CH:18]=[C:19]2[C:24]=1[O:23][C:22](=[O:25])[CH:21]=[C:20]2[NH:26][C:27]1[C:32]([Cl:33])=[CH:31][N:30]=[CH:29][C:28]=1[Cl:34]. (6) Given the product [C:32]([O:31][C@@H:27]1[C@@H:26]([O:35][C:36](=[O:37])[CH3:38])[C@H:25]([O:39][C:40](=[O:41])[CH3:42])[C@@H:24]([CH2:23][O:22][C:20](=[O:21])[CH3:19])[O:29][C@H:28]1[O:1][C:2]1[CH:3]=[CH:4][CH:5]=[C:6]2[C:10]=1[N:9]([CH2:11][C:12]1[CH:17]=[CH:16][C:15]([CH3:18])=[CH:14][CH:13]=1)[CH:8]=[CH:7]2)(=[O:33])[CH3:34], predict the reactants needed to synthesize it. The reactants are: [OH:1][C:2]1[CH:3]=[CH:4][CH:5]=[C:6]2[C:10]=1[N:9]([CH2:11][C:12]1[CH:17]=[CH:16][C:15]([CH3:18])=[CH:14][CH:13]=1)[CH:8]=[CH:7]2.[CH3:19][C:20]([O:22][CH2:23][C@H:24]1[O:29][C@H:28](Br)[C@H:27]([O:31][C:32]([CH3:34])=[O:33])[C@@H:26]([O:35][C:36]([CH3:38])=[O:37])[C@@H:25]1[O:39][C:40]([CH3:42])=[O:41])=[O:21].[OH-].[Na+]. (7) Given the product [NH2:36][C:37]1([C:41]2[CH:42]=[CH:43][C:44]([C:47]3[C:56](=[O:57])[C:55]4[C:50](=[CH:51][C:52]([Br:58])=[CH:53][CH:54]=4)[O:49][C:48]=3[C:59]3[CH:64]=[CH:63][CH:62]=[CH:61][CH:60]=3)=[CH:45][CH:46]=2)[CH2:38][CH2:39][CH2:40]1, predict the reactants needed to synthesize it. The reactants are: NC1(C2C=CC(C3C(=O)C4C(=CC=C(F)C=4)OC=3C3C=CC=CC=3)=CC=2)CCC1.C(OC(=O)[NH:36][C:37]1([C:41]2[CH:46]=[CH:45][C:44]([C:47]3[C:56](=[O:57])[C:55]4[C:50](=[CH:51][C:52]([Br:58])=[CH:53][CH:54]=4)[O:49][C:48]=3[C:59]3[CH:64]=[CH:63][CH:62]=[CH:61][CH:60]=3)=[CH:43][CH:42]=2)[CH2:40][CH2:39][CH2:38]1)(C)(C)C. (8) Given the product [I:34][C:35]1[CH:36]=[CH:37][C:38]([C:41]([N:43]=[C:44]=[S:45])=[O:42])=[CH:39][CH:40]=1.[CH3:11][O:12][C:13]1[CH:14]=[C:15]2[C:20](=[CH:21][C:22]=1[O:23][CH3:24])[N:19]=[CH:18][CH:17]=[C:16]2[O:25][C:26]1[CH:32]=[CH:31][C:29]([NH:30][C:44]([NH:43][C:41](=[O:42])[C:38]2[CH:39]=[CH:40][C:35]([I:34])=[CH:36][CH:37]=2)=[S:45])=[C:28]([F:33])[CH:27]=1, predict the reactants needed to synthesize it. The reactants are: IC1C=CC(C(Cl)=O)=CC=1.[CH3:11][O:12][C:13]1[CH:14]=[C:15]2[C:20](=[CH:21][C:22]=1[O:23][CH3:24])[N:19]=[CH:18][CH:17]=[C:16]2[O:25][C:26]1[CH:32]=[CH:31][C:29]([NH2:30])=[C:28]([F:33])[CH:27]=1.[I:34][C:35]1[CH:40]=[CH:39][C:38]([C:41]([N:43]=[C:44]=[S:45])=[O:42])=[CH:37][CH:36]=1.